From a dataset of Full USPTO retrosynthesis dataset with 1.9M reactions from patents (1976-2016). Predict the reactants needed to synthesize the given product. (1) Given the product [NH:31]1[CH2:30][CH2:29][CH:28]([N:26]2[CH:27]=[C:23]([C:21]3[CH:20]=[CH:19][C:18]4[N:14]([C:10]5[CH:9]=[C:8]([NH:7][C:5]([NH:4][CH2:3][C:2]([F:1])([F:42])[F:41])=[O:6])[CH:13]=[CH:12][CH:11]=5)[CH:15]=[N:16][C:17]=4[CH:22]=3)[CH:24]=[N:25]2)[CH2:33][CH2:32]1.[ClH:43], predict the reactants needed to synthesize it. The reactants are: [F:1][C:2]([F:42])([F:41])[CH2:3][NH:4][C:5]([NH:7][C:8]1[CH:9]=[C:10]([N:14]2[C:18]3[CH:19]=[CH:20][C:21]([C:23]4[CH:24]=[N:25][N:26]([CH:28]5[CH2:33][CH2:32][N:31](C(OC(C)(C)C)=O)[CH2:30][CH2:29]5)[CH:27]=4)=[CH:22][C:17]=3[N:16]=[CH:15]2)[CH:11]=[CH:12][CH:13]=1)=[O:6].[ClH:43].O1CCOCC1. (2) Given the product [ClH:28].[C:23]([C:20]1[CH:19]=[CH:18][C:17]([O:38][CH2:36][CH2:37][CH2:35][CH2:18][CH2:19][CH2:20][CH2:21][CH2:22][C:29]([OH:30])=[O:32])=[CH:22][CH:21]=1)(=[NH:24])[NH2:33], predict the reactants needed to synthesize it. The reactants are: [C:23]([C:20]1[CH:21]=[CH:22][C:17](C(NCCCCCNC(=O)[C:17]2[CH:22]=[CH:21][C:20]([C:23]#[N:24])=[CH:19][CH:18]=2)=O)=[CH:18][CH:19]=1)#[N:24].[ClH:28].[C:29](=[O:32])([O-])[O-:30].[NH4+:33].[NH4+].[CH4:35].[CH2:36]([OH:38])[CH3:37]. (3) Given the product [CH2:2]([C:3]1[N:4]([C:48]2[CH:47]=[CH:46][CH:45]=[CH:44][C:43]=2[C:42]2[CH:34]=[CH:37][CH:38]=[C:39]([OH:40])[CH:41]=2)[N:5]=[C:24]([C:25]2[CH:26]=[CH:27][CH:28]=[CH:29][CH:30]=2)[C:23]=1[C:21]1[CH:18]=[CH:17][CH:16]=[CH:19][CH:20]=1)[CH3:6].[Pd:67], predict the reactants needed to synthesize it. The reactants are: Br[C:2]1[C:3](C2C=CC=CC=2)=[N:4][NH:5][CH:6]=1.C1C=C[C:16](/[CH:19]=[CH:20]/[C:21](/[CH:23]=[CH:24]/[C:25]2[CH:30]=[CH:29][CH:28]=[CH:27][CH:26]=2)=O)=[CH:17][CH:18]=1.C1C=C[C:34](/[CH:37]=[CH:38]/[C:39](/[CH:41]=[CH:42]/[C:43]2[CH:48]=[CH:47][CH:46]=[CH:45][CH:44]=2)=[O:40])=CC=1.C1C=CC(/C=C/C(/C=C/C2C=CC=CC=2)=O)=CC=1.[Pd:67].[Pd].Cl.C1COCC1. (4) Given the product [C:2]([N:3]=[C:15]([S:16][CH3:30])[NH:14][C:12]1[CH:11]=[C:10]([Cl:17])[C:9]([S:18][C:19]2[CH:20]=[CH:21][C:22]([C:25]([F:27])([F:28])[F:26])=[CH:23][CH:24]=2)=[C:8]([Cl:7])[CH:13]=1)#[N:1], predict the reactants needed to synthesize it. The reactants are: [N:1]#[C:2][NH2:3].C[O-].[Na+].[Cl:7][C:8]1[CH:13]=[C:12]([N:14]=[C:15]=[S:16])[CH:11]=[C:10]([Cl:17])[C:9]=1[S:18][C:19]1[CH:24]=[CH:23][C:22]([C:25]([F:28])([F:27])[F:26])=[CH:21][CH:20]=1.[N-]=[C:30]=S.IC. (5) Given the product [C:6]([C:5]1[CH:8]=[CH:9][C:2]([NH:1][C:18](=[O:19])[C:17]([F:28])([F:27])[F:16])=[N:3][CH:4]=1)#[N:7], predict the reactants needed to synthesize it. The reactants are: [NH2:1][C:2]1[CH:9]=[CH:8][C:5]([C:6]#[N:7])=[CH:4][N:3]=1.N1C=CC=CC=1.[F:16][C:17]([F:28])([F:27])[C:18](O[C:18](=[O:19])[C:17]([F:28])([F:27])[F:16])=[O:19]. (6) Given the product [CH2:1]([N:8]1[CH2:13][CH2:12][CH:11]([C:14]([NH:16][C:17]2[CH:22]=[CH:21][C:20]([CH2:23][NH:24][C:25]3[C:34]4[C:29](=[CH:30][C:31]([CH:39]=[CH2:40])=[CH:32][CH:33]=4)[N:28]=[C:27]([N:36]([CH3:38])[CH3:37])[N:26]=3)=[CH:19][CH:18]=2)=[O:15])[CH2:10][CH2:9]1)[C:2]1[CH:7]=[CH:6][CH:5]=[CH:4][CH:3]=1, predict the reactants needed to synthesize it. The reactants are: [CH2:1]([N:8]1[CH2:13][CH2:12][CH:11]([C:14]([NH:16][C:17]2[CH:22]=[CH:21][C:20]([CH2:23][NH:24][C:25]3[C:34]4[C:29](=[CH:30][C:31](I)=[CH:32][CH:33]=4)[N:28]=[C:27]([N:36]([CH3:38])[CH3:37])[N:26]=3)=[CH:19][CH:18]=2)=[O:15])[CH2:10][CH2:9]1)[C:2]1[CH:7]=[CH:6][CH:5]=[CH:4][CH:3]=1.[CH2:39]([Sn](CCCC)(CCCC)C=C)[CH2:40]CC.O. (7) Given the product [NH2:13][C:14]([NH:16][C:17]1[NH:18][C:19]([C:25]2[CH:30]=[CH:29][C:28]([CH:31]=[O:32])=[CH:27][CH:26]=2)=[CH:20][C:21]=1[C:22]([NH2:24])=[O:23])=[O:15], predict the reactants needed to synthesize it. The reactants are: I(C1C=CC=CC=1C(O)=O)(=O)=O.[NH2:13][C:14]([NH:16][C:17]1[NH:18][C:19]([C:25]2[CH:30]=[CH:29][C:28]([CH2:31][OH:32])=[CH:27][CH:26]=2)=[CH:20][C:21]=1[C:22]([NH2:24])=[O:23])=[O:15].O.